From a dataset of Catalyst prediction with 721,799 reactions and 888 catalyst types from USPTO. Predict which catalyst facilitates the given reaction. (1) Reactant: [NH2:1][C:2]1[CH:7]=[CH:6][CH:5]=[C:4]([NH2:8])[CH:3]=1.C(N(C(C)C)CC)(C)C.[C:18](O[C:18](=[O:23])[C:19]([CH3:22])([CH3:21])[CH3:20])(=[O:23])[C:19]([CH3:22])([CH3:21])[CH3:20].C(=O)(O)[O-].[Na+]. Product: [NH2:1][C:2]1[CH:3]=[C:4]([NH:8][C:18](=[O:23])[C:19]([CH3:22])([CH3:21])[CH3:20])[CH:5]=[CH:6][CH:7]=1. The catalyst class is: 4. (2) Reactant: C(N(CC)CC)C.Cl.[Br:9][C:10]1[CH:15]=[CH:14][C:13]([CH:16]2[CH2:20][CH2:19][NH:18][CH2:17]2)=[CH:12][CH:11]=1.[C:21](Cl)(=[O:23])[CH3:22]. Product: [Br:9][C:10]1[CH:11]=[CH:12][C:13]([CH:16]2[CH2:20][CH2:19][N:18]([C:21](=[O:23])[CH3:22])[CH2:17]2)=[CH:14][CH:15]=1. The catalyst class is: 20. (3) Reactant: [ClH:1].[F:2][C:3]1([F:9])[CH2:8][CH2:7][NH:6][CH2:5][CH2:4]1.C(=O)([O-])[O-].[K+].[K+].Br[CH2:17][CH2:18]O. Product: [ClH:1].[Cl:1][CH2:17][CH2:18][N:6]1[CH2:7][CH2:8][C:3]([F:9])([F:2])[CH2:4][CH2:5]1. The catalyst class is: 10. (4) Reactant: Cl[C:2](Cl)([O:4]C(=O)OC(Cl)(Cl)Cl)Cl.C(N(CC)CC)C.[O:20]1[C:25]2[CH:26]=[CH:27][CH:28]=[CH:29][C:24]=2[NH:23][CH2:22][CH2:21]1.[NH2:30][CH:31]1[CH:38]2[CH2:39][C:34]3([C:41]([O:43][CH3:44])=[O:42])[CH2:35][CH:36]([CH2:40][CH:32]1[CH2:33]3)[CH2:37]2. Product: [O:20]1[C:25]2[CH:26]=[CH:27][CH:28]=[CH:29][C:24]=2[N:23]([C:2]([NH:30][CH:31]2[CH:38]3[CH2:39][C:34]4([C:41]([O:43][CH3:44])=[O:42])[CH2:35][CH:36]([CH2:40][CH:32]2[CH2:33]4)[CH2:37]3)=[O:4])[CH2:22][CH2:21]1. The catalyst class is: 789. (5) Reactant: C(=O)([O-])[O-].[K+].[K+].[CH3:7][O:8][CH2:9][C:10]1[N:21](S(C2C=CC=CC=2)(=O)=O)[C:13]2=[N:14][CH:15]=[C:16]([N+:18]([O-:20])=[O:19])[CH:17]=[C:12]2[CH:11]=1.C(OCC)(=O)C. Product: [CH3:7][O:8][CH2:9][C:10]1[NH:21][C:13]2=[N:14][CH:15]=[C:16]([N+:18]([O-:20])=[O:19])[CH:17]=[C:12]2[CH:11]=1. The catalyst class is: 24.